Dataset: Full USPTO retrosynthesis dataset with 1.9M reactions from patents (1976-2016). Task: Predict the reactants needed to synthesize the given product. (1) Given the product [Br:5][C:6]1[CH:14]=[CH:13][C:9]([C:10]([O:12][CH3:19])=[O:11])=[CH:8][C:7]=1[C:15]([F:16])([F:17])[F:18], predict the reactants needed to synthesize it. The reactants are: S(Cl)(Cl)=O.[Br:5][C:6]1[CH:14]=[CH:13][C:9]([C:10]([OH:12])=[O:11])=[CH:8][C:7]=1[C:15]([F:18])([F:17])[F:16].[CH3:19]O. (2) Given the product [C:2]([C:7]1[O:11][C:10]([CH2:12][N:13]2[CH:17]=[C:16]([NH:18][C:32]([C:27]3[N:28]=[C:29]([CH3:31])[O:30][C:26]=3[C:22]3[CH:23]=[CH:24][CH:25]=[C:20]([F:19])[CH:21]=3)=[O:33])[CH:15]=[N:14]2)=[CH:9][CH:8]=1)(=[O:6])[CH3:1], predict the reactants needed to synthesize it. The reactants are: [CH3:1][C:2]1([C:7]2[O:11][C:10]([CH2:12][N:13]3[CH:17]=[C:16]([NH2:18])[CH:15]=[N:14]3)=[CH:9][CH:8]=2)[O:6]CCO1.[F:19][C:20]1[CH:21]=[C:22]([C:26]2[O:30][C:29]([CH3:31])=[N:28][C:27]=2[C:32](O)=[O:33])[CH:23]=[CH:24][CH:25]=1. (3) Given the product [CH:14]1([C:18]2[C:19]([C:20]([O:22][CH2:23][CH3:24])=[O:21])=[CH:10][NH:11][CH:12]=2)[CH2:15][CH2:16][CH2:17]1, predict the reactants needed to synthesize it. The reactants are: C1(C)C(S([CH2:10][N+:11]#[C-:12])(=O)=O)=CC=CC=1.[CH:14]1([CH:18]=[CH:19][C:20]([O:22][CH2:23][CH3:24])=[O:21])[CH2:17][CH2:16][CH2:15]1.[H-].[Na+]. (4) Given the product [CH:26]1([C:29]2[CH:30]=[C:31]([C@@H:35]([NH:37][C:18]([C:14]3[CH:13]=[C:12]4[C:17](=[CH:16][CH:15]=3)[N:9]([CH2:8][C:7]3[CH:6]=[C:5]([CH:25]=[CH:24][CH:23]=3)[C:3]([O:2][CH3:1])=[O:4])[C:10]([CH3:22])=[C:11]4[CH3:21])=[O:20])[CH3:36])[CH:32]=[CH:33][CH:34]=2)[CH2:28][CH2:27]1, predict the reactants needed to synthesize it. The reactants are: [CH3:1][O:2][C:3]([C:5]1[CH:6]=[C:7]([CH:23]=[CH:24][CH:25]=1)[CH2:8][N:9]1[C:17]2[C:12](=[CH:13][C:14]([C:18]([OH:20])=O)=[CH:15][CH:16]=2)[C:11]([CH3:21])=[C:10]1[CH3:22])=[O:4].[CH:26]1([C:29]2[CH:30]=[C:31]([C@@H:35]([NH2:37])[CH3:36])[CH:32]=[CH:33][CH:34]=2)[CH2:28][CH2:27]1. (5) The reactants are: [Cl:1][C:2]1[N:7]=[CH:6][C:5]([C:8](=[O:13])[C:9]([F:12])([F:11])[F:10])=[CH:4][CH:3]=1.CC([O-])(C)C.[K+].C1(C)C=CC=CC=1.COC1C=CC(C(C2C=CC(OC)=CC=2)(N)[C@H](N)C(C)C)=CC=1. Given the product [Cl:1][C:2]1[N:7]=[CH:6][C:5]([C@H:8]([OH:13])[C:9]([F:10])([F:11])[F:12])=[CH:4][CH:3]=1, predict the reactants needed to synthesize it. (6) Given the product [ClH:1].[Cl:1][C:2]1[CH:3]=[C:4]([NH:16][C:17]2[C:27]3[CH:26]=[C:25]([C:28]([NH:30][CH2:31][CH2:32][O:33][CH2:34][CH2:35][OH:36])=[O:29])[CH2:24][CH2:23][NH:22][C:21]=3[N:20]=[CH:19][N:18]=2)[CH:5]=[CH:6][C:7]=1[O:8][C:9]1[CH:14]=[CH:13][CH:12]=[C:11]([Cl:15])[CH:10]=1, predict the reactants needed to synthesize it. The reactants are: [Cl:1][C:2]1[CH:3]=[C:4]([NH:16][C:17]2[C:27]3[CH:26]=[C:25]([C:28]([NH:30][CH2:31][CH2:32][O:33][CH2:34][CH2:35][OH:36])=[O:29])[CH2:24][CH2:23][NH:22][C:21]=3[N:20]=[CH:19][N:18]=2)[CH:5]=[CH:6][C:7]=1[O:8][C:9]1[CH:14]=[CH:13][CH:12]=[C:11]([Cl:15])[CH:10]=1.Cl.C(OCC)(=O)C. (7) Given the product [OH:1][C:2]1[C:6](=[O:7])[N:5]([C:8]2[S:9][C:10]([CH3:13])=[N:11][N:12]=2)[CH:4]([C:14]2[CH:15]=[C:16]([CH:20]=[CH:21][CH:22]=2)[C:17]([N:35]([CH3:36])[CH3:34])=[O:18])[C:3]=1[C:23](=[O:32])[C:24]1[CH:29]=[CH:28][C:27]([O:30][CH3:31])=[CH:26][CH:25]=1, predict the reactants needed to synthesize it. The reactants are: [OH:1][C:2]1[C:6](=[O:7])[N:5]([C:8]2[S:9][C:10]([CH3:13])=[N:11][N:12]=2)[CH:4]([C:14]2[CH:15]=[C:16]([CH:20]=[CH:21][CH:22]=2)[C:17](O)=[O:18])[C:3]=1[C:23](=[O:32])[C:24]1[CH:29]=[CH:28][C:27]([O:30][CH3:31])=[CH:26][CH:25]=1.Cl.[CH3:34][NH:35][CH3:36].